Dataset: Reaction yield outcomes from USPTO patents with 853,638 reactions. Task: Predict the reaction yield, written as a fraction of the theoretical maximum amount of product (1.0 means a 100% yield; for example, 0.34 means a 34% yield). (1) The reactants are [Cl:1][C:2]1[CH:7]=[CH:6][C:5]([C:8]2[C:17]3[C:12](=[CH:13][CH:14]=[C:15]([C:18]([OH:20])=O)[CH:16]=3)[CH:11]=[N:10][CH:9]=2)=[CH:4][CH:3]=1.C(N1C=CN=C1)([N:23]1C=CN=C1)=O.N.CO. The catalyst is ClCCl. The product is [Cl:1][C:2]1[CH:7]=[CH:6][C:5]([C:8]2[C:17]3[C:12](=[CH:13][CH:14]=[C:15]([C:18]([NH2:23])=[O:20])[CH:16]=3)[CH:11]=[N:10][CH:9]=2)=[CH:4][CH:3]=1. The yield is 0.450. (2) The reactants are Br[C:2]1[S:3][CH:4]=[CH:5][N:6]=1.[NH:7]1[CH2:13][CH2:12][CH2:11][NH:10][CH2:9][CH2:8]1. The catalyst is CC(N(C)C)=O. The product is [S:3]1[CH:4]=[CH:5][N:6]=[C:2]1[N:7]1[CH2:13][CH2:12][CH2:11][NH:10][CH2:9][CH2:8]1. The yield is 0.940. (3) The reactants are N1C=C(C)C=C(C)C=1.S(Cl)(=O)(=O)N.[CH3:14][O:15][C:16]1[CH:17]=[C:18]([NH:26][S:27](Cl)(=[O:29])=[O:28])[CH:19]=[C:20]([O:24][CH3:25])[C:21]=1[O:22][CH3:23].[C:31]1([CH2:37][CH2:38][CH2:39][CH2:40][NH:41][C:42]([C@@H:44]2[CH2:49][CH2:48][CH2:47][CH2:46][NH:45]2)=[O:43])[CH:36]=[CH:35][CH:34]=[CH:33][CH:32]=1. The catalyst is CCOC(C)=O. The product is [C:31]1([CH2:37][CH2:38][CH2:39][CH2:40][NH:41][C:42]([C@@H:44]2[CH2:49][CH2:48][CH2:47][CH2:46][N:45]2[S:27](=[O:29])(=[O:28])[NH:26][C:18]2[CH:17]=[C:16]([O:15][CH3:14])[C:21]([O:22][CH3:23])=[C:20]([O:24][CH3:25])[CH:19]=2)=[O:43])[CH:32]=[CH:33][CH:34]=[CH:35][CH:36]=1. The yield is 0.250. (4) The reactants are C(=O)([O-])[O-].[K+].[K+].[C:7]1(B(O)O)[CH:12]=[CH:11][CH:10]=[CH:9][CH:8]=1.[F:16][C:17]1[C:18](=[O:37])[N:19]([CH2:24][CH2:25][C@@:26]([CH3:36])([S:32]([CH3:35])(=[O:34])=[O:33])[C:27]([O:29][CH2:30][CH3:31])=[O:28])[CH:20]=[CH:21][C:22]=1I.O. The catalyst is O1CCOCC1.[Pd]. The product is [F:16][C:17]1[C:18](=[O:37])[N:19]([CH2:24][CH2:25][C@@:26]([CH3:36])([S:32]([CH3:35])(=[O:33])=[O:34])[C:27]([O:29][CH2:30][CH3:31])=[O:28])[CH:20]=[CH:21][C:22]=1[C:7]1[CH:12]=[CH:11][CH:10]=[CH:9][CH:8]=1. The yield is 0.512.